Dataset: Forward reaction prediction with 1.9M reactions from USPTO patents (1976-2016). Task: Predict the product of the given reaction. Given the reactants Cl[C:2]1[N:7]=[C:6]([NH:8][C@@H:9]2[CH2:14][CH2:13][CH2:12][CH2:11][C@H:10]2[N:15]([CH3:20])[S:16]([CH3:19])(=[O:18])=[O:17])[C:5]([Cl:21])=[CH:4][N:3]=1.[NH2:22][C:23]1[CH:36]=[CH:35][C:26]2[N:27]([CH2:33][CH3:34])[C:28](=[O:32])[CH2:29][CH2:30][CH2:31][C:25]=2[C:24]=1[O:37][CH3:38].C12(CS(O)(=O)=O)C(C)(C)C(CC1)CC2=O.C(=O)([O-])[O-], predict the reaction product. The product is: [Cl:21][C:5]1[C:6]([NH:8][C@@H:9]2[CH2:14][CH2:13][CH2:12][CH2:11][C@H:10]2[N:15]([CH3:20])[S:16]([CH3:19])(=[O:18])=[O:17])=[N:7][C:2]([NH:22][C:23]2[CH:36]=[CH:35][C:26]3[N:27]([CH2:33][CH3:34])[C:28](=[O:32])[CH2:29][CH2:30][CH2:31][C:25]=3[C:24]=2[O:37][CH3:38])=[N:3][CH:4]=1.